Regression. Given two drug SMILES strings and cell line genomic features, predict the synergy score measuring deviation from expected non-interaction effect. From a dataset of NCI-60 drug combinations with 297,098 pairs across 59 cell lines. Drug 1: C1CCC(C1)C(CC#N)N2C=C(C=N2)C3=C4C=CNC4=NC=N3. Drug 2: CC1=C(C(=O)C2=C(C1=O)N3CC4C(C3(C2COC(=O)N)OC)N4)N. Cell line: SR. Synergy scores: CSS=79.9, Synergy_ZIP=1.49, Synergy_Bliss=1.29, Synergy_Loewe=-3.39, Synergy_HSA=1.70.